Task: Regression. Given two drug SMILES strings and cell line genomic features, predict the synergy score measuring deviation from expected non-interaction effect.. Dataset: NCI-60 drug combinations with 297,098 pairs across 59 cell lines (1) Drug 1: CC1=C2C(C(=O)C3(C(CC4C(C3C(C(C2(C)C)(CC1OC(=O)C(C(C5=CC=CC=C5)NC(=O)C6=CC=CC=C6)O)O)OC(=O)C7=CC=CC=C7)(CO4)OC(=O)C)O)C)OC(=O)C. Drug 2: COCCOC1=C(C=C2C(=C1)C(=NC=N2)NC3=CC=CC(=C3)C#C)OCCOC.Cl. Cell line: MCF7. Synergy scores: CSS=25.2, Synergy_ZIP=-5.61, Synergy_Bliss=0.301, Synergy_Loewe=0.843, Synergy_HSA=1.19. (2) Drug 1: CN1CCC(CC1)COC2=C(C=C3C(=C2)N=CN=C3NC4=C(C=C(C=C4)Br)F)OC. Drug 2: CNC(=O)C1=CC=CC=C1SC2=CC3=C(C=C2)C(=NN3)C=CC4=CC=CC=N4. Cell line: CCRF-CEM. Synergy scores: CSS=15.6, Synergy_ZIP=-1.38, Synergy_Bliss=5.64, Synergy_Loewe=2.93, Synergy_HSA=4.97. (3) Drug 1: CS(=O)(=O)C1=CC(=C(C=C1)C(=O)NC2=CC(=C(C=C2)Cl)C3=CC=CC=N3)Cl. Drug 2: C1=CC=C(C=C1)NC(=O)CCCCCCC(=O)NO. Cell line: SN12C. Synergy scores: CSS=9.39, Synergy_ZIP=-1.54, Synergy_Bliss=2.67, Synergy_Loewe=-0.102, Synergy_HSA=2.44. (4) Drug 1: CCCCCOC(=O)NC1=NC(=O)N(C=C1F)C2C(C(C(O2)C)O)O. Cell line: NCI-H460. Synergy scores: CSS=-4.21, Synergy_ZIP=6.33, Synergy_Bliss=8.75, Synergy_Loewe=-2.44, Synergy_HSA=-1.77. Drug 2: C(CN)CNCCSP(=O)(O)O. (5) Drug 1: C1CCC(CC1)NC(=O)N(CCCl)N=O. Drug 2: CC1C(C(=O)NC(C(=O)N2CCCC2C(=O)N(CC(=O)N(C(C(=O)O1)C(C)C)C)C)C(C)C)NC(=O)C3=C4C(=C(C=C3)C)OC5=C(C(=O)C(=C(C5=N4)C(=O)NC6C(OC(=O)C(N(C(=O)CN(C(=O)C7CCCN7C(=O)C(NC6=O)C(C)C)C)C)C(C)C)C)N)C. Cell line: NCIH23. Synergy scores: CSS=13.6, Synergy_ZIP=-6.34, Synergy_Bliss=1.77, Synergy_Loewe=1.74, Synergy_HSA=1.70. (6) Drug 1: C1CC(=O)NC(=O)C1N2CC3=C(C2=O)C=CC=C3N. Drug 2: C1CC(C1)(C(=O)O)C(=O)O.[NH2-].[NH2-].[Pt+2]. Cell line: CAKI-1. Synergy scores: CSS=28.4, Synergy_ZIP=-8.30, Synergy_Bliss=-6.84, Synergy_Loewe=-8.14, Synergy_HSA=-3.43.